Task: Predict the product of the given reaction.. Dataset: Forward reaction prediction with 1.9M reactions from USPTO patents (1976-2016) (1) Given the reactants C(O[C:4](=[O:20])[CH:5]([O:11][C:12]1[CH:17]=[CH:16][CH:15]=[CH:14][C:13]=1[O:18][CH3:19])[C:6]([O:8]CC)=O)C.C1(S(O)(=O)=O)C=CC=CC=1.[C:31]([C:34]1[N:39]=[CH:38][CH:37]=[CH:36][N:35]=1)(=[NH:33])[NH2:32].[Na].Cl, predict the reaction product. The product is: [CH3:19][O:18][C:13]1[CH:14]=[CH:15][CH:16]=[CH:17][C:12]=1[O:11][CH:5]1[C:4](=[O:20])[NH:33][C:31]([C:34]2[N:39]=[CH:38][CH:37]=[CH:36][N:35]=2)=[N:32][C:6]1=[O:8]. (2) Given the reactants C([O:3][C:4]([C:6]1[N:7]=[C:8](Br)[S:9][CH:10]=1)=[O:5])C.CO[C:14]1(B(O)O)[C:19]([F:20])=[CH:18][CH:17]=[CH:16][CH2:15]1.[C:24](=[O:27])([O-])[O-].[Na+].[Na+], predict the reaction product. The product is: [F:20][C:19]1[CH:14]=[CH:15][CH:16]=[C:17]([O:27][CH3:24])[C:18]=1[C:8]1[S:9][CH:10]=[C:6]([C:4]([OH:3])=[O:5])[N:7]=1. (3) Given the reactants [C:1]1([O:7][C:8]2[CH:13]=[CH:12][CH:11]=[CH:10][CH:9]=2)[CH:6]=[CH:5][CH:4]=[CH:3][CH:2]=1.Cl[S:15]([OH:18])(=[O:17])=[O:16], predict the reaction product. The product is: [O:7]([C:1]1[CH:2]=[CH:3][C:4]([S:15]([OH:18])(=[O:17])=[O:16])=[CH:5][CH:6]=1)[C:8]1[CH:9]=[CH:10][CH:11]=[CH:12][CH:13]=1. (4) Given the reactants [Cl:1][C:2]1[CH:3]=[CH:4][C:5]([O:15][CH2:16][C:17]2[C:22]([F:23])=[CH:21][CH:20]=[CH:19][C:18]=2[F:24])=[C:6]([C:8](=O)[CH2:9][CH2:10][C:11](=O)[CH3:12])[CH:7]=1.[CH3:25][O:26][C:27](=[O:36])[C:28]1[CH:33]=[C:32]([NH2:34])[CH:31]=[C:30]([NH2:35])[CH:29]=1.CC1C=CC(S(O)(=O)=O)=CC=1, predict the reaction product. The product is: [CH3:25][O:26][C:27](=[O:36])[C:28]1[CH:29]=[C:30]([NH2:35])[CH:31]=[C:32]([N:34]2[C:11]([CH3:12])=[CH:10][CH:9]=[C:8]2[C:6]2[CH:7]=[C:2]([Cl:1])[CH:3]=[CH:4][C:5]=2[O:15][CH2:16][C:17]2[C:22]([F:23])=[CH:21][CH:20]=[CH:19][C:18]=2[F:24])[CH:33]=1. (5) Given the reactants [Cl:1][C:2]1[CH:7]=[CH:6][C:5]([C:8]2[C:13]([NH:14][NH2:15])=[N:12][N:11]([CH2:16][C:17]3[C:18]([CH3:27])=[N:19][C:20]([C:23]([F:26])([F:25])[F:24])=[CH:21][CH:22]=3)[C:10](=[O:28])[C:9]=2[C:29]2[CH:36]=[CH:35][C:32]([C:33]#[N:34])=[CH:31][CH:30]=2)=[CH:4][CH:3]=1.CCN(CC)CC.[CH3:44][O:45][CH2:46][C:47](Cl)=[O:48], predict the reaction product. The product is: [Cl:1][C:2]1[CH:7]=[CH:6][C:5]([C:8]2[C:13]([NH:14][NH:15][C:47](=[O:48])[CH2:46][O:45][CH3:44])=[N:12][N:11]([CH2:16][C:17]3[C:18]([CH3:27])=[N:19][C:20]([C:23]([F:25])([F:26])[F:24])=[CH:21][CH:22]=3)[C:10](=[O:28])[C:9]=2[C:29]2[CH:30]=[CH:31][C:32]([C:33]#[N:34])=[CH:35][CH:36]=2)=[CH:4][CH:3]=1.